Task: Predict the product of the given reaction.. Dataset: Forward reaction prediction with 1.9M reactions from USPTO patents (1976-2016) Given the reactants [CH3:1][Si:2]([CH3:9])([CH3:8])[CH2:3][CH2:4][O:5][CH2:6]Cl.[Br:10][C:11]1[C:12]([NH:17][C:18]([C:20]2[O:39][C:23]3=[N:24][CH:25]=[C:26]([CH2:28][O:29][CH2:30][C:31]4[CH:36]=[CH:35][C:34]([O:37][CH3:38])=[CH:33][CH:32]=4)[CH:27]=[C:22]3[CH:21]=2)=[O:19])=[N:13][CH:14]=[CH:15][CH:16]=1.C(=O)([O-])[O-].[Cs+].[Cs+], predict the reaction product. The product is: [Br:10][C:11]1[C:12]([N:17]([CH2:6][O:5][CH2:4][CH2:3][Si:2]([CH3:9])([CH3:8])[CH3:1])[C:18]([C:20]2[O:39][C:23]3=[N:24][CH:25]=[C:26]([CH2:28][O:29][CH2:30][C:31]4[CH:32]=[CH:33][C:34]([O:37][CH3:38])=[CH:35][CH:36]=4)[CH:27]=[C:22]3[CH:21]=2)=[O:19])=[N:13][CH:14]=[CH:15][CH:16]=1.